This data is from Full USPTO retrosynthesis dataset with 1.9M reactions from patents (1976-2016). The task is: Predict the reactants needed to synthesize the given product. The reactants are: C([O-])([O-])=O.[Cs+].[Cs+].F[C:8]1[CH:13]=[C:12]([C:14]([F:17])([F:16])[F:15])[CH:11]=[CH:10][N:9]=1.[C:18]([O:26][CH2:27][CH3:28])(=[O:25])[CH2:19][C:20]([O:22][CH2:23][CH3:24])=[O:21]. Given the product [F:15][C:14]([F:17])([F:16])[C:12]1[CH:11]=[CH:10][N:9]=[C:8]([CH:19]([C:20]([O:22][CH2:23][CH3:24])=[O:21])[C:18]([O:26][CH2:27][CH3:28])=[O:25])[CH:13]=1, predict the reactants needed to synthesize it.